From a dataset of Forward reaction prediction with 1.9M reactions from USPTO patents (1976-2016). Predict the product of the given reaction. (1) Given the reactants [OH-].[K+].C([O:5][C:6](=[O:16])[C:7]([NH:9][C:10]1[CH:15]=[CH:14][CH:13]=[CH:12][CH:11]=1)=[O:8])C, predict the reaction product. The product is: [C:10]1([NH:9][C:7](=[O:8])[C:6]([OH:16])=[O:5])[CH:11]=[CH:12][CH:13]=[CH:14][CH:15]=1. (2) Given the reactants [CH3:1][CH2:2][CH2:3][CH2:4][CH2:5][CH2:6][CH2:7][CH2:8][CH2:9][CH2:10][CH2:11][CH2:12][CH2:13][CH2:14][CH2:15][C:16]([O:18][CH2:19][C@@H:20]([O:33][C:34]([CH2:36][CH2:37][CH2:38][CH2:39][CH2:40][CH2:41][CH2:42]/[CH:43]=[CH:44]\[CH2:45][CH2:46][CH2:47][CH2:48][CH2:49][CH2:50][CH2:51][CH3:52])=[O:35])[CH2:21][O:22][P:23]([O:26][CH2:27][CH2:28][N+:29]([CH3:32])([CH3:31])[CH3:30])([O-:25])=[O:24])=[O:17].[CH3:53][CH2:54][CH2:55][CH2:56][CH2:57][CH2:58][CH2:59][CH2:60][CH2:61][CH2:62][CH2:63][CH2:64][CH2:65][CH2:66][CH2:67][C:68]([O:70][CH2:71][C@@H:72]([O:84][C:85]([CH2:87][CH2:88][CH2:89][CH2:90][CH2:91][CH2:92][CH2:93]/[CH:94]=[CH:95]\[CH2:96][CH2:97][CH2:98][CH2:99][CH2:100][CH2:101][CH2:102][CH3:103])=[O:86])[CH2:73][O:74][P:75]([O:78][CH2:79][CH:80]([OH:83])[CH2:81][OH:82])([OH:77])=[O:76])=[O:69].C1C=C([N+]([O-])=O)C2C(=NON=2)C=1NCCOP(OCC(O)CO)(O)=O.C(O)C(N)(CO)CO.C1CN2C3C(CCC2)=C2OC4C(C=C5C6C=4CCC[N+]=6CCC5)=C(C4C=CC(S(O)(=O)=O)=CC=4S([O-])(=O)=O)C2=CC=3C1, predict the reaction product. The product is: [CH3:1][CH2:2][CH2:3][CH2:4][CH2:5][CH2:6][CH2:7][CH2:8][CH2:9][CH2:10][CH2:11][CH2:12][CH2:13][CH2:14][CH2:15][C:16]([O:18][CH2:19][C@@H:20]([O:33][C:34]([CH2:36][CH2:37][CH2:38][CH2:39][CH2:40][CH2:41][CH2:42]/[CH:43]=[CH:44]\[CH2:45][CH2:46][CH2:47][CH2:48][CH2:49][CH2:50][CH2:51][CH3:52])=[O:35])[CH2:21][O:22][P:23]([O:26][CH2:27][CH2:28][N+:29]([CH3:32])([CH3:31])[CH3:30])([O-:25])=[O:24])=[O:17].[CH3:53][CH2:54][CH2:55][CH2:56][CH2:57][CH2:58][CH2:59][CH2:60][CH2:61][CH2:62][CH2:63][CH2:64][CH2:65][CH2:66][CH2:67][C:68]([O:70][CH2:71][C@@H:72]([O:84][C:85]([CH2:87][CH2:88][CH2:89][CH2:90][CH2:91][CH2:92][CH2:93]/[CH:94]=[CH:95]\[CH2:96][CH2:97][CH2:98][CH2:99][CH2:100][CH2:101][CH2:102][CH3:103])=[O:86])[CH2:73][O:74][P:75]([O:78][CH2:79][CH:80]([OH:83])[CH2:81][OH:82])([OH:77])=[O:76])=[O:69]. (3) Given the reactants [Br:1][C:2]1[CH:3]=[CH:4][C:5]([OH:19])=[C:6]([C:8]2[N:9]=[C:10]3[CH:15]=[CH:14][CH:13]=[CH:12][N:11]3[C:16]=2[CH:17]=[O:18])[CH:7]=1.[BH4-].[Na+].O, predict the reaction product. The product is: [Br:1][C:2]1[CH:3]=[CH:4][C:5]([OH:19])=[C:6]([C:8]2[N:9]=[C:10]3[CH:15]=[CH:14][CH:13]=[CH:12][N:11]3[C:16]=2[CH2:17][OH:18])[CH:7]=1. (4) Given the reactants [NH2:1][C:2]1[CH:7]=[C:6]([CH3:8])[C:5]([NH:9][C:10](=[O:17])[CH2:11][CH:12]2[CH2:16][CH2:15][CH2:14][CH2:13]2)=[C:4]([CH3:18])[CH:3]=1.[F:19][C:20]([F:30])([F:29])[C:21]1[CH:28]=[CH:27][C:24]([CH:25]=O)=[CH:23][CH:22]=1.C([BH3-])#N.[Na+].C(=O)([O-])[O-].[Na+].[Na+], predict the reaction product. The product is: [CH:12]1([CH2:11][C:10]([NH:9][C:5]2[C:4]([CH3:18])=[CH:3][C:2]([NH:1][CH2:25][C:24]3[CH:23]=[CH:22][C:21]([C:20]([F:19])([F:29])[F:30])=[CH:28][CH:27]=3)=[CH:7][C:6]=2[CH3:8])=[O:17])[CH2:16][CH2:15][CH2:14][CH2:13]1. (5) Given the reactants [Cl:1][CH2:2][CH2:3][CH2:4][Si:5](Cl)(Cl)Cl.[C:9](O)(=O)[CH2:10][CH2:11][CH2:12][CH2:13][CH2:14][CH2:15][CH2:16][CH2:17][CH2:18][CH2:19][CH2:20][CH2:21][CH2:22][CH2:23][CH3:24], predict the reaction product. The product is: [Cl:1][CH2:2][CH2:3][CH2:4][Si:5]([CH2:24][CH2:23][CH2:22][CH2:21][CH2:20][CH2:19][CH2:18][CH2:17][CH2:16][CH2:15][CH2:14][CH2:13][CH2:12][CH2:11][CH2:10][CH3:9])([CH2:24][CH2:23][CH2:22][CH2:21][CH2:20][CH2:19][CH2:18][CH2:17][CH2:16][CH2:15][CH2:14][CH2:13][CH2:12][CH2:11][CH2:10][CH3:9])[CH2:9][CH2:10][CH2:11][CH2:12][CH2:13][CH2:14][CH2:15][CH2:16][CH2:17][CH2:18][CH2:19][CH2:20][CH2:21][CH2:22][CH2:23][CH3:24]. (6) Given the reactants C(OC(=O)[NH:7][C:8]1[CH:13]=[C:12]([CH3:14])[C:11]([C:15]([F:18])([F:17])[F:16])=[CH:10][C:9]=1[NH2:19])(C)(C)C.C(O[C:26](=[O:47])[CH2:27][C:28]([C:30]1[CH:35]=[CH:34][CH:33]=[C:32]([C:36]2[CH:41]=[C:40]([CH3:42])[N:39]=[C:38]([NH:43][CH2:44][CH2:45][OH:46])[N:37]=2)[CH:31]=1)=O)(C)(C)C, predict the reaction product. The product is: [OH:46][CH2:45][CH2:44][NH:43][C:38]1[N:37]=[C:36]([C:32]2[CH:31]=[C:30]([C:28]3[CH2:27][C:26](=[O:47])[NH:19][C:9]4[CH:10]=[C:11]([C:15]([F:16])([F:17])[F:18])[C:12]([CH3:14])=[CH:13][C:8]=4[N:7]=3)[CH:35]=[CH:34][CH:33]=2)[CH:41]=[C:40]([CH3:42])[N:39]=1.